This data is from Catalyst prediction with 721,799 reactions and 888 catalyst types from USPTO. The task is: Predict which catalyst facilitates the given reaction. (1) Reactant: [Si:1]([O:8][C@@H:9]1[CH2:14][C@@H:13]2[C@@H:11]([CH2:12]2)[C@@H:10]1[OH:15])([C:4]([CH3:7])([CH3:6])[CH3:5])([CH3:3])[CH3:2].CCN(C(C)C)C(C)C.[CH3:25][O:26][CH2:27]Cl. Product: [C:4]([Si:1]([O:8][C@@H:9]1[CH2:14][C@@H:13]2[C@@H:11]([CH2:12]2)[C@@H:10]1[O:15][CH2:25][O:26][CH3:27])([CH3:3])[CH3:2])([CH3:7])([CH3:6])[CH3:5]. The catalyst class is: 166. (2) Reactant: [Br:1][C:2]1[CH:7]=[CH:6][C:5]([C@@H:8]([NH2:10])[CH3:9])=[CH:4][CH:3]=1.C(O)(=O)C.[OH:15][C:16]([C:23]1[CH:28]=[CH:27][CH:26]=[CH:25][CH:24]=1)([CH2:20][O:21][CH3:22])[CH2:17][CH:18]=O. Product: [Br:1][C:2]1[CH:7]=[CH:6][C:5]([C@@H:8]([NH:10][CH2:18][CH2:17][C:16]([C:23]2[CH:28]=[CH:27][CH:26]=[CH:25][CH:24]=2)([OH:15])[CH2:20][O:21][CH3:22])[CH3:9])=[CH:4][CH:3]=1. The catalyst class is: 7. (3) The catalyst class is: 9. Product: [CH2:16]([NH:11][C@@H:9]1[CH2:8][CH2:7][C:5]2[N:6]=[C:2]([NH2:1])[S:3][C:4]=2[CH2:10]1)[CH2:17][CH3:18].[CH3:23][C:22]1[CH:24]=[CH:25][C:19]([S:12]([OH:15])(=[O:14])=[O:13])=[CH:20][CH:21]=1. Reactant: [NH2:1][C:2]1[S:3][C:4]2[CH2:10][C@H:9]([NH2:11])[CH2:8][CH2:7][C:5]=2[N:6]=1.[S:12]([C:19]1[CH:25]=[CH:24][C:22]([CH3:23])=[CH:21][CH:20]=1)([O:15][CH2:16][CH2:17][CH3:18])(=[O:14])=[O:13]. (4) Reactant: [F:1][C:2]1[C:35]([O:36][CH3:37])=[CH:34][C:33]([O:38][CH3:39])=[C:32]([F:40])[C:3]=1[CH2:4][O:5][C:6]1[CH:7]=[N:8][C:9]([NH:12][C:13]2[CH:18]=[CH:17][CH:16]=[C:15]([N:19]3[CH2:24][CH2:23][CH:22]([N:25]4[CH2:30][CH2:29][N:28]([CH3:31])[CH2:27][CH2:26]4)[CH2:21][CH2:20]3)[CH:14]=2)=[N:10][CH:11]=1.C(O)C.[C:44]([OH:51])(=[O:50])/[CH:45]=[CH:46]/[C:47]([OH:49])=[O:48]. Product: [C:44]([OH:51])(=[O:50])/[CH:45]=[CH:46]/[C:47]([OH:49])=[O:48].[F:40][C:32]1[C:33]([O:38][CH3:39])=[CH:34][C:35]([O:36][CH3:37])=[C:2]([F:1])[C:3]=1[CH2:4][O:5][C:6]1[CH:7]=[N:8][C:9]([NH:12][C:13]2[CH:18]=[CH:17][CH:16]=[C:15]([N:19]3[CH2:24][CH2:23][CH:22]([N:25]4[CH2:30][CH2:29][N:28]([CH3:31])[CH2:27][CH2:26]4)[CH2:21][CH2:20]3)[CH:14]=2)=[N:10][CH:11]=1.[F:40][C:32]1[C:33]([O:38][CH3:39])=[CH:34][C:35]([O:36][CH3:37])=[C:2]([F:1])[C:3]=1[CH2:4][O:5][C:6]1[CH:7]=[N:8][C:9]([NH:12][C:13]2[CH:18]=[CH:17][CH:16]=[C:15]([N:19]3[CH2:24][CH2:23][CH:22]([N:25]4[CH2:30][CH2:29][N:28]([CH3:31])[CH2:27][CH2:26]4)[CH2:21][CH2:20]3)[CH:14]=2)=[N:10][CH:11]=1. The catalyst class is: 6. (5) Reactant: CC(C)CC=[C:5]([C:25]1[CH:30]=[CH:29][CH:28]=[CH:27][CH:26]=1)[CH2:6][O:7][C@H:8]1[CH2:13][CH2:12][C@H:11]([N:14]2[C:22](=[O:23])[C:21]3[C:16](=[CH:17][CH:18]=[CH:19][CH:20]=3)[C:15]2=[O:24])[CH2:10][CH2:9]1.[O:32]=[O+][O-]. Product: [O:32]=[C:5]([C:25]1[CH:30]=[CH:29][CH:28]=[CH:27][CH:26]=1)[CH2:6][O:7][C@H:8]1[CH2:13][CH2:12][C@H:11]([N:14]2[C:22](=[O:23])[C:21]3[C:16](=[CH:17][CH:18]=[CH:19][CH:20]=3)[C:15]2=[O:24])[CH2:10][CH2:9]1. The catalyst class is: 4.